From a dataset of Full USPTO retrosynthesis dataset with 1.9M reactions from patents (1976-2016). Predict the reactants needed to synthesize the given product. (1) The reactants are: [CH3:1][N:2]([CH:13]1[CH2:18][CH2:17][NH:16][CH2:15][CH2:14]1)[C:3](=[O:12])[O:4][CH2:5][C:6]1[CH:11]=[CH:10][CH:9]=[CH:8][CH:7]=1.Cl[C:20]1[CH:25]=[C:24]([CH3:26])[N:23]=[C:22]([CH3:27])[N:21]=1.C([O-])([O-])=O.[K+].[K+]. Given the product [CH3:27][C:22]1[N:21]=[C:20]([N:16]2[CH2:15][CH2:14][CH:13]([N:2]([CH3:1])[C:3](=[O:12])[O:4][CH2:5][C:6]3[CH:11]=[CH:10][CH:9]=[CH:8][CH:7]=3)[CH2:18][CH2:17]2)[CH:25]=[C:24]([CH3:26])[N:23]=1, predict the reactants needed to synthesize it. (2) Given the product [C:1]1([C@H:7]2[C@H:16]3[CH2:17][CH2:18][N:19]([C:20]([C@H:22]4[CH2:27][CH2:26][CH2:25][CH2:24][C@H:23]4[N:28]4[C:33](=[O:35])[C:32]5[C:31](=[CH:39][CH:38]=[CH:37][CH:36]=5)[C:29]4=[O:30])=[O:21])[C@H:15]3[C:14]3[CH:13]=[CH:12][CH:11]=[CH:10][C:9]=3[NH:8]2)[CH:2]=[CH:3][CH:4]=[CH:5][CH:6]=1, predict the reactants needed to synthesize it. The reactants are: [C:1]1([C@H:7]2[C@H:16]3[CH2:17][CH2:18][N:19]([C:20]([C@H:22]4[CH2:27][CH2:26][CH2:25][CH2:24][C@H:23]4[NH:28][C:29]([C:31]4[CH:39]=[CH:38][CH:37]=[CH:36][C:32]=4[C:33]([OH:35])=O)=[O:30])=[O:21])[C@H:15]3[C:14]3[CH:13]=[CH:12][CH:11]=[CH:10][C:9]=3[NH:8]2)[CH:6]=[CH:5][CH:4]=[CH:3][CH:2]=1.C(N(CC)CC)C.CCOC(OC(OCC)=O)=O.O. (3) Given the product [NH2:7][CH:6]([CH2:5][O:4][C:3]1[CH:12]=[C:13]([Cl:35])[C:14]([C:16]2[O:17][C:18]([C:21]3[N:22]=[C:23]4[C:28]([Cl:29])=[CH:27][C:26]([C:30]([F:32])([F:31])[F:33])=[CH:25][N:24]4[CH:34]=3)=[N:19][N:20]=2)=[CH:15][C:2]=1[Cl:1])[CH2:10][OH:9], predict the reactants needed to synthesize it. The reactants are: [Cl:1][C:2]1[CH:15]=[C:14]([C:16]2[O:17][C:18]([C:21]3[N:22]=[C:23]4[C:28]([Cl:29])=[CH:27][C:26]([C:30]([F:33])([F:32])[F:31])=[CH:25][N:24]4[CH:34]=3)=[N:19][N:20]=2)[C:13]([Cl:35])=[CH:12][C:3]=1[O:4][CH2:5][CH:6]1[CH2:10][O:9]C(=O)[NH:7]1. (4) Given the product [N:2]1[N:3]=[C:4]([C:7]2[CH:8]=[CH:9][C:10]([C:13]3[N:18]=[C:17]4[N:19]([CH2:23][CH2:24][N:25]5[CH2:26][CH2:27][CH2:28][CH2:29][CH2:30]5)[C:20](=[O:22])[NH:21][C:16]4=[N:15][CH:14]=3)=[CH:11][CH:12]=2)[NH:5][CH:6]=1, predict the reactants needed to synthesize it. The reactants are: Cl.[N:2]1[N:3]=[C:4]([C:7]2[CH:12]=[CH:11][C:10]([C:13]3[N:18]=[C:17]4[N:19]([CH2:23][CH2:24][N:25]5[CH2:30][CH2:29][CH2:28][CH2:27][CH2:26]5)[C:20](=[O:22])[NH:21][C:16]4=[N:15][CH:14]=3)=[CH:9][CH:8]=2)[NH:5][CH:6]=1.Cl.O=C1NC2=NC=C(C3C=CC(C(=N)OCC)=CC=3)N=C2N1CCN1CCCCC1.C(NN)=O.C(N(CC)CC)C.Cl. (5) The reactants are: [CH3:1][N:2]([N:27]=O)[C:3]1[CH:8]=[C:7]([C:9]2[CH2:13][C:12]([C:18]3[CH:23]=[C:22]([Cl:24])[CH:21]=[C:20]([Cl:25])[CH:19]=3)([C:14]([F:17])([F:16])[F:15])[O:11][N:10]=2)[CH:6]=[CH:5][C:4]=1[Cl:26].C(O)C.O.C(O)(=O)C. Given the product [CH3:1][N:2]([C:3]1[CH:8]=[C:7]([C:9]2[CH2:13][C:12]([C:18]3[CH:19]=[C:20]([Cl:25])[CH:21]=[C:22]([Cl:24])[CH:23]=3)([C:14]([F:17])([F:15])[F:16])[O:11][N:10]=2)[CH:6]=[CH:5][C:4]=1[Cl:26])[NH2:27], predict the reactants needed to synthesize it. (6) Given the product [CH3:1][O:2][C:3]1[CH:8]=[C:7]([O:9][CH3:10])[CH:6]=[CH:5][C:4]=1[CH2:11][NH:12][C:13]([C:15]1[CH:16]=[C:17]([CH:22]=[CH:23][C:24]=1[Cl:25])[C:18]([OH:20])=[O:19])=[O:14], predict the reactants needed to synthesize it. The reactants are: [CH3:1][O:2][C:3]1[CH:8]=[C:7]([O:9][CH3:10])[CH:6]=[CH:5][C:4]=1[CH2:11][NH:12][C:13]([C:15]1[CH:16]=[C:17]([CH:22]=[CH:23][C:24]=1[Cl:25])[C:18]([O:20]C)=[O:19])=[O:14].[Li+].[OH-].Cl. (7) Given the product [F:1][C:2]1[CH:3]=[CH:4][C:5]([C:6]([NH:8][C@H:9]([C:10]([N:51]2[CH2:52][CH2:53][N:48]([CH3:47])[CH2:49][CH2:50]2)=[O:12])[CH2:13][CH2:14][CH2:15][C:16]([O:18][CH3:19])=[O:17])=[O:7])=[CH:20][CH:21]=1, predict the reactants needed to synthesize it. The reactants are: [F:1][C:2]1[CH:21]=[CH:20][C:5]([C:6]([NH:8][C@@H:9]([CH2:13][CH2:14][CH2:15][C:16]([O:18][CH3:19])=[O:17])[C:10]([OH:12])=O)=[O:7])=[CH:4][CH:3]=1.CCOP(ON1N=NC2C=CC=CC=2C1=O)(OCC)=O.N1C=CN=C1.[CH3:47][N:48]1[CH2:53][CH2:52][NH:51][CH2:50][CH2:49]1.